From a dataset of Reaction yield outcomes from USPTO patents with 853,638 reactions. Predict the reaction yield, written as a fraction of the theoretical maximum amount of product (1.0 means a 100% yield; for example, 0.34 means a 34% yield). (1) The yield is 0.680. The reactants are [Cl-].O[NH3+:3].[C:4](=[O:7])([O-])[OH:5].[Na+].CS(C)=O.[CH2:13]([C:17]1[N:18]=[C:19]([CH3:48])[N:20]([CH2:39][C:40]2[CH:45]=[C:44]([F:46])[CH:43]=[CH:42][C:41]=2[F:47])[C:21](=[O:38])[C:22]=1[CH2:23][C:24]1[CH:29]=[CH:28][C:27]([C:30]2[C:31]([C:36]#[N:37])=[CH:32][CH:33]=[CH:34][CH:35]=2)=[CH:26][CH:25]=1)[CH2:14][CH2:15][CH3:16]. The product is [CH2:13]([C:17]1[N:18]=[C:19]([CH3:48])[N:20]([CH2:39][C:40]2[CH:45]=[C:44]([F:46])[CH:43]=[CH:42][C:41]=2[F:47])[C:21](=[O:38])[C:22]=1[CH2:23][C:24]1[CH:25]=[CH:26][C:27]([C:30]2[CH:35]=[CH:34][CH:33]=[CH:32][C:31]=2[C:36]2[NH:3][C:4](=[O:7])[O:5][N:37]=2)=[CH:28][CH:29]=1)[CH2:14][CH2:15][CH3:16]. The catalyst is C(OCC)(=O)C. (2) The reactants are [CH3:1][C:2]([CH2:4]O)=O.[CH3:6][C:7]1[CH:13]=[C:12]([CH3:14])[CH:11]=[C:10]([CH3:15])[C:8]=1[NH2:9].O.C1(C)C=CC(S(O)(=O)=O)=CC=1.[C:28]([CH2:30][C:31]([O:33][CH2:34][CH3:35])=[O:32])#[N:29]. The catalyst is C1C=CC=CC=1. The product is [NH2:29][C:28]1[N:9]([C:8]2[C:10]([CH3:15])=[CH:11][C:12]([CH3:14])=[CH:13][C:7]=2[CH3:6])[C:2]([CH3:4])=[CH:1][C:30]=1[C:31]([O:33][CH2:34][CH3:35])=[O:32]. The yield is 0.290. (3) The reactants are [N:1]([CH2:4][CH:5]1[CH2:9][C:8]2[CH:10]=[CH:11][C:12]([Cl:21])=[C:13]([C:14]3[CH:19]=[CH:18][CH:17]=[CH:16][C:15]=3[Cl:20])[C:7]=2[O:6]1)=[N+]=[N-].C1(P(C2C=CC=CC=2)C2C=CC=CC=2)C=CC=CC=1. The catalyst is O1CCCC1. The product is [Cl:21][C:12]1[CH:11]=[CH:10][C:8]2[CH2:9][CH:5]([CH2:4][NH2:1])[O:6][C:7]=2[C:13]=1[C:14]1[CH:19]=[CH:18][CH:17]=[CH:16][C:15]=1[Cl:20]. The yield is 0.240.